Task: Predict the reaction yield, written as a fraction of the theoretical maximum amount of product (1.0 means a 100% yield; for example, 0.34 means a 34% yield).. Dataset: Reaction yield outcomes from USPTO patents with 853,638 reactions The reactants are [Cl:1][C:2]1[CH:3]=[C:4]2[C:9](=[CH:10][CH:11]=1)[N:8]=[C:7]([NH:12][C:13](=[O:17])OCC)[C:6]([O:18][CH3:19])=[N:5]2.[C:20]([C:22]1[CH:27]=[CH:26][CH:25]=[CH:24][C:23]=1[N:28]1[CH2:33][CH2:32][NH:31][CH2:30][CH2:29]1)#[N:21]. No catalyst specified. The product is [Cl:1][C:2]1[CH:3]=[C:4]2[C:9](=[CH:10][CH:11]=1)[N:8]=[C:7]([NH:12][C:13]([N:31]1[CH2:30][CH2:29][N:28]([C:23]3[CH:24]=[CH:25][CH:26]=[CH:27][C:22]=3[C:20]#[N:21])[CH2:33][CH2:32]1)=[O:17])[C:6]([O:18][CH3:19])=[N:5]2. The yield is 0.890.